This data is from Peptide-MHC class II binding affinity with 134,281 pairs from IEDB. The task is: Regression. Given a peptide amino acid sequence and an MHC pseudo amino acid sequence, predict their binding affinity value. This is MHC class II binding data. (1) The peptide sequence is AVKPAAEEVKVIPAG. The MHC is DRB3_0202 with pseudo-sequence DRB3_0202. The binding affinity (normalized) is 0.0775. (2) The peptide sequence is QAYAATVAAAPQVKY. The MHC is HLA-DQA10101-DQB10501 with pseudo-sequence HLA-DQA10101-DQB10501. The binding affinity (normalized) is 0.119. (3) The peptide sequence is DTRLMRLEDEMKEGR. The MHC is DRB1_1501 with pseudo-sequence DRB1_1501. The binding affinity (normalized) is 0.00902. (4) The peptide sequence is IFSKNLNIKLNMPLY. The MHC is DRB4_0101 with pseudo-sequence DRB4_0103. The binding affinity (normalized) is 0.431. (5) The peptide sequence is AAHSAAFEDLRVSSY. The MHC is HLA-DQA10101-DQB10501 with pseudo-sequence HLA-DQA10101-DQB10501. The binding affinity (normalized) is 0.890. (6) The peptide sequence is FKVAATAAATAPADDKFTVF. The MHC is DRB1_0301 with pseudo-sequence DRB1_0301. The binding affinity (normalized) is 0.294. (7) The peptide sequence is VCGMFTNRSGSQQ. The MHC is DRB3_0202 with pseudo-sequence DRB3_0202. The binding affinity (normalized) is 0.411.